The task is: Predict the product of the given reaction.. This data is from Forward reaction prediction with 1.9M reactions from USPTO patents (1976-2016). (1) The product is: [C:1]([C:3]1[CH:4]=[C:5]([C@@H:13]([CH2:17][CH:18]2[CH2:19][CH2:20][CH2:21][CH2:22]2)[C:14]([NH:29][C:30]2[CH:34]=[CH:33][N:32]([CH2:35][CH2:36][CH2:37][OH:38])[N:31]=2)=[O:16])[CH:6]=[CH:7][C:8]=1[S:9]([CH3:12])(=[O:11])=[O:10])#[N:2]. Given the reactants [C:1]([C:3]1[CH:4]=[C:5]([C@@H:13]([CH2:17][CH:18]2[CH2:22][CH2:21][CH2:20][CH2:19]2)[C:14]([OH:16])=O)[CH:6]=[CH:7][C:8]=1[S:9]([CH3:12])(=[O:11])=[O:10])#[N:2].C(Cl)(=O)C(Cl)=O.[NH2:29][C:30]1[CH:34]=[CH:33][N:32]([CH2:35][CH2:36][CH2:37][OH:38])[N:31]=1.N1C(C)=CC=CC=1C, predict the reaction product. (2) Given the reactants Br[C:2]1[CH:3]=[C:4]([N:8]2[C:12]([CH:13]3[CH2:18][CH2:17][CH2:16][CH2:15][CH2:14]3)=[C:11]([C:19]([O:21][CH3:22])=[O:20])[CH:10]=[N:9]2)[CH:5]=[CH:6][CH:7]=1.[NH:23]1[CH2:28][CH2:27][O:26][CH2:25][CH2:24]1.C1C=CC(P(C2C(C3C(P(C4C=CC=CC=4)C4C=CC=CC=4)=CC=C4C=3C=CC=C4)=C3C(C=CC=C3)=CC=2)C2C=CC=CC=2)=CC=1.CC(C)([O-])C.[Na+], predict the reaction product. The product is: [CH:13]1([C:12]2[N:8]([C:4]3[CH:5]=[CH:6][CH:7]=[C:2]([N:23]4[CH2:28][CH2:27][O:26][CH2:25][CH2:24]4)[CH:3]=3)[N:9]=[CH:10][C:11]=2[C:19]([O:21][CH3:22])=[O:20])[CH2:18][CH2:17][CH2:16][CH2:15][CH2:14]1. (3) Given the reactants [NH2:1][C:2]1[CH:3]=[C:4]([C:8]2[N:9]=[CH:10][O:11][C:12]=2[C:13]2[CH:18]=[CH:17][N:16]=[C:15]([NH:19][C:20]3[CH:25]=[CH:24][CH:23]=[C:22]([F:26])[CH:21]=3)[N:14]=2)[CH:5]=[CH:6][CH:7]=1.[F:27][C:28]1[CH:36]=[CH:35][CH:34]=[C:33]([F:37])[C:29]=1[C:30](Cl)=[O:31].C(O)C(N)(CO)CO, predict the reaction product. The product is: [F:27][C:28]1[CH:36]=[CH:35][CH:34]=[C:33]([F:37])[C:29]=1[C:30]([NH:1][C:2]1[CH:7]=[CH:6][CH:5]=[C:4]([C:8]2[N:9]=[CH:10][O:11][C:12]=2[C:13]2[CH:18]=[CH:17][N:16]=[C:15]([NH:19][C:20]3[CH:25]=[CH:24][CH:23]=[C:22]([F:26])[CH:21]=3)[N:14]=2)[CH:3]=1)=[O:31].